This data is from Full USPTO retrosynthesis dataset with 1.9M reactions from patents (1976-2016). The task is: Predict the reactants needed to synthesize the given product. (1) Given the product [Cl:1][CH:2]1[CH2:8][CH:7]([CH:9]([CH3:10])[CH3:11])[CH2:6][CH2:5][NH:4][C:3]1=[O:12], predict the reactants needed to synthesize it. The reactants are: [Cl:1][C:2]1(Cl)[CH2:8][CH:7]([CH:9]([CH3:11])[CH3:10])[CH2:6][CH2:5][NH:4][C:3]1=[O:12].C([O-])(=O)C.[Na+]. (2) Given the product [CH3:3][O:1][C:14]1[CH:13]=[C:9]([CH:8]=[C:7]([N+:4]([O-:6])=[O:5])[CH:15]=1)[C:10]([OH:12])=[O:11], predict the reactants needed to synthesize it. The reactants are: [O:1]([CH3:3])[Li].[N+:4]([C:7]1[CH:8]=[C:9]([CH:13]=[C:14]([N+]([O-])=O)[CH:15]=1)[C:10]([OH:12])=[O:11])([O-:6])=[O:5].OS(O)(=O)=O. (3) Given the product [CH:23]1([NH:26][C:27](=[O:28])[C:29]2[CH:34]=[CH:33][C:32]([C:2]3[CH:3]=[C:4]4[N:10]([O:11][CH:12]([C:14]5[C:19]([Cl:20])=[CH:18][CH:17]=[C:16]([F:21])[C:15]=5[Cl:22])[CH3:13])[CH:9]=[CH:8][C:5]4=[N:6][CH:7]=3)=[CH:31][CH:30]=2)[CH2:24][CH2:25]1, predict the reactants needed to synthesize it. The reactants are: Br[C:2]1[CH:3]=[C:4]2[N:10]([O:11][CH:12]([C:14]3[C:19]([Cl:20])=[CH:18][CH:17]=[C:16]([F:21])[C:15]=3[Cl:22])[CH3:13])[CH:9]=[CH:8][C:5]2=[N:6][CH:7]=1.[CH:23]1([NH:26][C:27]([C:29]2[CH:34]=[CH:33][C:32](B(O)O)=[CH:31][CH:30]=2)=[O:28])[CH2:25][CH2:24]1. (4) Given the product [C:37]([C:34]1([NH:33][C:31]([C@@H:14]2[CH2:13][C@@H:12]([S:9]([C:3]3[CH:4]=[CH:5][C:6]([N:43]4[CH2:44][C:41]([F:45])([F:40])[CH2:42]4)=[CH:7][C:2]=3[Cl:1])(=[O:11])=[O:10])[CH2:16][N:15]2[C:17]2[N:21]([CH2:22][CH2:23][C:24]3[CH:25]=[CH:26][CH:27]=[CH:28][CH:29]=3)[N:20]=[C:19]([CH3:30])[CH:18]=2)=[O:32])[CH2:36][CH2:35]1)#[N:38], predict the reactants needed to synthesize it. The reactants are: [Cl:1][C:2]1[CH:7]=[C:6](F)[CH:5]=[CH:4][C:3]=1[S:9]([C@H:12]1[CH2:16][N:15]([C:17]2[N:21]([CH2:22][CH2:23][C:24]3[CH:29]=[CH:28][CH:27]=[CH:26][CH:25]=3)[N:20]=[C:19]([CH3:30])[CH:18]=2)[C@H:14]([C:31]([NH:33][C:34]2([C:37]#[N:38])[CH2:36][CH2:35]2)=[O:32])[CH2:13]1)(=[O:11])=[O:10].Cl.[F:40][C:41]1([F:45])[CH2:44][NH:43][CH2:42]1. (5) Given the product [CH3:24][N:25]([CH3:26])[C:2]1[C:3]([CH3:23])=[N:4][C:5]2[C:10]([N:11]=1)=[C:9]([C:12]1[NH:20][C:19]3[CH:18]([CH3:21])[CH2:17][NH:16][C:15](=[O:22])[C:14]=3[CH:13]=1)[CH:8]=[CH:7][CH:6]=2, predict the reactants needed to synthesize it. The reactants are: F[C:2]1[C:3]([CH3:23])=[N:4][C:5]2[C:10]([N:11]=1)=[C:9]([C:12]1[NH:20][C:19]3[CH:18]([CH3:21])[CH2:17][NH:16][C:15](=[O:22])[C:14]=3[CH:13]=1)[CH:8]=[CH:7][CH:6]=2.[CH3:24][NH:25][CH3:26]. (6) Given the product [Cl:1][C:2]1[CH:3]=[C:4]([NH:9][C:10]([N:12]2[CH2:17][CH2:16][N:15]([CH2:18][C@@H:19]3[CH2:24][CH2:23][CH2:22][N:21]([C:38](=[O:39])[CH2:37][C:33]4[S:32][CH:36]=[CH:35][CH:34]=4)[CH2:20]3)[CH2:14][CH2:13]2)=[O:11])[CH:5]=[CH:6][C:7]=1[Cl:8], predict the reactants needed to synthesize it. The reactants are: [Cl:1][C:2]1[CH:3]=[C:4]([NH:9][C:10]([N:12]2[CH2:17][CH2:16][N:15]([CH2:18][C@@H:19]3[CH2:24][CH2:23][CH2:22][NH:21][CH2:20]3)[CH2:14][CH2:13]2)=[O:11])[CH:5]=[CH:6][C:7]=1[Cl:8].C(N(CC)CC)C.[S:32]1[CH:36]=[CH:35][CH:34]=[C:33]1[CH2:37][C:38](Cl)=[O:39]. (7) The reactants are: [CH3:1][N:2]1[C:7]2[CH:8]=[C:9]3[C:14]4([C:22]5[C:17](=[CH:18][CH:19]=[CH:20][CH:21]=5)[NH:16][C:15]4=[O:23])[CH2:13][O:12][C:10]3=[CH:11][C:6]=2[O:5][CH2:4][C:3]1=[O:24].N1C2C(=CC=CC=2)[C:27]2([CH2:37][O:36][C:35]3[CH:38]=C4C(=C[C:34]2=3)CCO4)C1=O.CC1C=CC(S(OC[C@H]2CCCO2)(=O)=O)=CC=1.BrCC1CCCCO1. Given the product [CH3:1][N:2]1[C:7]2[CH:8]=[C:9]3[C:14]4([C:22]5[C:17](=[CH:18][CH:19]=[CH:20][CH:21]=5)[N:16]([CH2:38][C@H:35]5[CH2:34][CH2:27][CH2:37][O:36]5)[C:15]4=[O:23])[CH2:13][O:12][C:10]3=[CH:11][C:6]=2[O:5][CH2:4][C:3]1=[O:24], predict the reactants needed to synthesize it.